From a dataset of Reaction yield outcomes from USPTO patents with 853,638 reactions. Predict the reaction yield, written as a fraction of the theoretical maximum amount of product (1.0 means a 100% yield; for example, 0.34 means a 34% yield). (1) The reactants are O[C:2]([C:4](F)(F)F)=[O:3].[CH:8]([N:11]1[C:15]([C:16]2[S:17][C:18]3[CH2:19][CH2:20][O:21][C:22]4[CH:29]=[C:28]([CH:30]5[CH2:33][N:32]([CH2:34][C:35]([OH:37])=O)[CH2:31]5)[CH:27]=[CH:26][C:23]=4[C:24]=3[N:25]=2)=[N:14][CH:13]=[N:12]1)([CH3:10])[CH3:9].C[CH2:39][N:40]=C=NCCCN(C)C.[CH:49]1C=CC2N(O)N=NC=2C=1.NCC(C)(O)C.C(N(C(C)C)CC)(C)C.C(=O)(O)[O-].[Na+]. The catalyst is C1COCC1. The product is [OH:3][C:2]([CH3:4])([CH3:49])[CH2:39][NH:40][C:35](=[O:37])[CH2:34][N:32]1[CH2:33][CH:30]([C:28]2[CH:27]=[CH:26][C:23]3[C:24]4[N:25]=[C:16]([C:15]5[N:11]([CH:8]([CH3:9])[CH3:10])[N:12]=[CH:13][N:14]=5)[S:17][C:18]=4[CH2:19][CH2:20][O:21][C:22]=3[CH:29]=2)[CH2:31]1. The yield is 0.440. (2) The reactants are [CH3:1][C:2]1[N:3]=[CH:4][N:5]([CH:9]([CH3:11])[CH3:10])[C:6]=1[CH:7]=[O:8].[BH4-].[Na+].O. The catalyst is CO. The product is [CH3:1][C:2]1[N:3]=[CH:4][N:5]([CH:9]([CH3:11])[CH3:10])[C:6]=1[CH2:7][OH:8]. The yield is 0.750. (3) The reactants are [CH2:1]([O:3][C:4](=[O:13])[C:5]1[CH:10]=[C:9]([CH3:11])[C:8](O)=[N:7][CH:6]=1)[CH3:2].O=P(Cl)(Cl)[Cl:16]. No catalyst specified. The product is [CH2:1]([O:3][C:4](=[O:13])[C:5]1[CH:10]=[C:9]([CH3:11])[C:8]([Cl:16])=[N:7][CH:6]=1)[CH3:2]. The yield is 0.850. (4) The reactants are [OH:1][CH:2]1[CH2:7][CH2:6][CH:5]([CH2:8][NH:9][C:10]([N:12]2[CH2:16][CH2:15][CH2:14][CH2:13]2)=[O:11])[CH2:4][CH2:3]1.C1N=CN([C:22]([N:24]2C=N[CH:26]=[CH:25]2)=[O:23])C=1.CI.[N:31]1[CH:36]=[CH:35]C=[CH:33][C:32]=1CN. The catalyst is C(#N)C.O. The product is [N:12]1([C:10]([NH:9][CH2:8][CH:5]2[CH2:6][CH2:7][CH:2]([O:1][C:22](=[O:23])[NH:24][CH2:25][C:26]3[CH:35]=[CH:36][N:31]=[CH:32][CH:33]=3)[CH2:3][CH2:4]2)=[O:11])[CH2:16][CH2:15][CH2:14][CH2:13]1. The yield is 0.250. (5) The reactants are [OH:1][C:2]1[CH:3]=[C:4]2[C:9](=[CH:10][CH:11]=1)[C:8]([C:12]([OH:14])=[O:13])=[CH:7][CH:6]=[CH:5]2.Cl[C:16]1[C:25]2[C:20](=[C:21]([CH3:26])[CH:22]=[CH:23][CH:24]=2)[N:19]=[CH:18][CH:17]=1. No catalyst specified. The product is [CH3:26][C:21]1[CH:22]=[CH:23][CH:24]=[C:25]2[C:20]=1[N:19]=[CH:18][CH:17]=[C:16]2[O:1][C:2]1[CH:3]=[C:4]2[C:9](=[CH:10][CH:11]=1)[C:8]([C:12]([OH:14])=[O:13])=[CH:7][CH:6]=[CH:5]2. The yield is 0.550. (6) The reactants are Cl[C:2]1[C:11]([N+:12]([O-:14])=[O:13])=[CH:10][C:5]([C:6]([O:8][CH3:9])=[O:7])=[CH:4][N:3]=1.[CH2:15]([NH:22][CH2:23][C:24]([O:26][CH3:27])=[O:25])[C:16]1[CH:21]=[CH:20][CH:19]=[CH:18][CH:17]=1.Cl[CH2:29]Cl. No catalyst specified. The product is [CH2:15]([N:22]([CH2:23][C:24]([O:26][CH2:27][CH3:29])=[O:25])[C:2]1[C:11]([N+:12]([O-:14])=[O:13])=[CH:10][C:5]([C:6]([O:8][CH3:9])=[O:7])=[CH:4][N:3]=1)[C:16]1[CH:21]=[CH:20][CH:19]=[CH:18][CH:17]=1. The yield is 0.900. (7) The reactants are CO.C([O:10][C:11]1[C:12]([CH3:30])=[C:13]([CH3:29])[C:14]([NH:18][C:19](=[O:28])[CH2:20][CH2:21][C:22]2[CH:27]=[CH:26][CH:25]=[CH:24][CH:23]=2)=[N:15][C:16]=1[CH3:17])C1C=CC=CC=1. The catalyst is [Pd]. The product is [OH:10][C:11]1[C:12]([CH3:30])=[C:13]([CH3:29])[C:14]([NH:18][C:19](=[O:28])[CH2:20][CH2:21][C:22]2[CH:23]=[CH:24][CH:25]=[CH:26][CH:27]=2)=[N:15][C:16]=1[CH3:17]. The yield is 0.840. (8) The reactants are [CH:1]1([CH2:5][O:6][C:7]2[CH:15]=[CH:14][C:13]([S:16]([CH3:19])(=[O:18])=[O:17])=[CH:12][C:8]=2[C:9]([OH:11])=O)[CH2:4][CH2:3][CH2:2]1.[N:20]1([C:26]2[S:27][C:28]([C:31]#[N:32])=[CH:29][N:30]=2)[CH2:25][CH2:24][NH:23][CH2:22][CH2:21]1. No catalyst specified. The product is [CH:1]1([CH2:5][O:6][C:7]2[CH:15]=[CH:14][C:13]([S:16]([CH3:19])(=[O:18])=[O:17])=[CH:12][C:8]=2[C:9]([N:23]2[CH2:24][CH2:25][N:20]([C:26]3[S:27][C:28]([C:31]#[N:32])=[CH:29][N:30]=3)[CH2:21][CH2:22]2)=[O:11])[CH2:2][CH2:3][CH2:4]1. The yield is 0.610.